Task: Predict the product of the given reaction.. Dataset: Forward reaction prediction with 1.9M reactions from USPTO patents (1976-2016) Given the reactants [CH3:1][NH2:2].[CH2:3]([NH2:5])[CH3:4].[CH3:6][C:7]([CH:9]=O)=O.C(C=O)=O, predict the reaction product. The product is: [CH3:1][N:2]1[CH:6]=[C:7]([CH3:9])[N:5]=[C:3]1[CH3:4].[CH3:1][N:2]1[CH:9]=[C:7]([CH3:6])[N:5]=[CH:3]1.